The task is: Predict the reaction yield, written as a fraction of the theoretical maximum amount of product (1.0 means a 100% yield; for example, 0.34 means a 34% yield).. This data is from Reaction yield outcomes from USPTO patents with 853,638 reactions. (1) The reactants are [NH2:1][C@@H:2]([CH2:13][CH:14]1[CH2:19][CH2:18][CH2:17][CH2:16][CH2:15]1)[CH2:3][N:4]([CH3:12])[C:5](=[O:11])[O:6][C:7]([CH3:10])([CH3:9])[CH3:8].C1N=CN([C:25](N2C=NC=C2)=[O:26])C=1.CCN(C(C)C)C(C)C.[Cl:41][C:42]1[CH:43]=[CH:44][C:45]([CH3:63])=[C:46]([N:48]([CH:57]2[CH2:62][CH2:61][CH2:60][NH:59][CH2:58]2)[CH2:49][CH2:50][CH2:51][NH:52][C:53](=[O:56])[O:54][CH3:55])[CH:47]=1. The catalyst is C(Cl)Cl. The product is [CH3:55][O:54][C:53]([NH:52][CH2:51][CH2:50][CH2:49][N:48]([C:46]1[CH:47]=[C:42]([Cl:41])[CH:43]=[CH:44][C:45]=1[CH3:63])[CH:57]1[CH2:62][CH2:61][CH2:60][N:59]([C:25]([NH:1][C@@H:2]([CH2:13][CH:14]2[CH2:15][CH2:16][CH2:17][CH2:18][CH2:19]2)[CH2:3][N:4]([CH3:12])[C:5](=[O:11])[O:6][C:7]([CH3:9])([CH3:10])[CH3:8])=[O:26])[CH2:58]1)=[O:56]. The yield is 0.820. (2) The reactants are Cl.[C:2]([C:4]1[CH:9]=[CH:8][C:7]([NH:10][NH2:11])=[CH:6][CH:5]=1)#[N:3].[CH3:12][C:13]([CH3:20])([CH3:19])[C:14](=O)[CH2:15][C:16]#[N:17]. The catalyst is CCO. The product is [NH2:17][C:16]1[N:10]([C:7]2[CH:8]=[CH:9][C:4]([C:2]#[N:3])=[CH:5][CH:6]=2)[N:11]=[C:14]([C:13]([CH3:20])([CH3:19])[CH3:12])[CH:15]=1. The yield is 0.950. (3) The product is [CH3:6][C:7]1[CH:8]=[CH:9][C:10]([O:13][CH2:14][C:15]2[CH:20]=[CH:19][C:18]([CH2:21][C:22]3[CH:27]=[C:26]([C:28]4[C:29]([NH2:35])=[N:30][C:31]([NH2:34])=[CH:32][CH:33]=4)[O:24][N:23]=3)=[CH:17][CH:16]=2)=[N:11][CH:12]=1. The catalyst is O. The yield is 0.656. The reactants are O1CCCC1.[CH3:6][C:7]1[CH:8]=[CH:9][C:10]([O:13][CH2:14][C:15]2[CH:20]=[CH:19][C:18]([CH2:21][C:22](Cl)=[N:23][OH:24])=[CH:17][CH:16]=2)=[N:11][CH:12]=1.[C:26]([C:28]1[C:29]([NH2:35])=[N:30][C:31]([NH2:34])=[CH:32][CH:33]=1)#[CH:27].C(N(CC)CC)C. (4) The reactants are Cl[C:2]1[C:11]([CH3:12])=[CH:10][C:9]2[C:4](=[CH:5][CH:6]=[C:7]([O:13][CH3:14])[CH:8]=2)[N:3]=1.[CH3:15][O:16][C:17]([C:19]1[CH:24]=[CH:23][C:22](B(O)O)=[CH:21][CH:20]=1)=[O:18].CN(C=O)C. The catalyst is O.C1C=CC(P(C2C=CC=CC=2)[C-]2C=CC=C2)=CC=1.C1C=CC(P(C2C=CC=CC=2)[C-]2C=CC=C2)=CC=1.Cl[Pd]Cl.[Fe+2]. The product is [CH3:14][O:13][C:7]1[CH:8]=[C:9]2[C:4](=[CH:5][CH:6]=1)[N:3]=[C:2]([C:22]1[CH:23]=[CH:24][C:19]([C:17]([O:16][CH3:15])=[O:18])=[CH:20][CH:21]=1)[C:11]([CH3:12])=[CH:10]2. The yield is 0.250. (5) The reactants are Br[C:2]1[CH:11]=[CH:10][C:5]([C:6]([O:8][CH3:9])=[O:7])=[CH:4][C:3]=1[F:12].CC1(C)C(C)(C)OB([C:21]2[CH2:22][CH2:23][NH:24][CH2:25][CH:26]=2)O1.[C:28]([O-:31])(O)=[O:29].[Na+]. The catalyst is O1CCOCC1.CCOC(C)=O.C1C=CC([P]([Pd]([P](C2C=CC=CC=2)(C2C=CC=CC=2)C2C=CC=CC=2)([P](C2C=CC=CC=2)(C2C=CC=CC=2)C2C=CC=CC=2)[P](C2C=CC=CC=2)(C2C=CC=CC=2)C2C=CC=CC=2)(C2C=CC=CC=2)C2C=CC=CC=2)=CC=1. The product is [C:5]([O:31][C:28]([N:24]1[CH2:25][CH:26]=[C:21]([C:2]2[CH:11]=[CH:10][C:5]([C:6]([O:8][CH3:9])=[O:7])=[CH:4][C:3]=2[F:12])[CH2:22][CH2:23]1)=[O:29])([CH3:10])([CH3:6])[CH3:4]. The yield is 0.650. (6) The reactants are [CH3:1][O:2][C:3](=[O:32])[C:4]1[CH:9]=[CH:8][C:7]([CH2:10][N:11]2[CH:15]=[C:14]([C:16]3[CH:21]=[CH:20][C:19]([Cl:22])=[CH:18][C:17]=3[Cl:23])[N:13]=[C:12]2[CH2:24][C:25]2[CH:30]=[CH:29][C:28](Br)=[CH:27][CH:26]=2)=[CH:6][CH:5]=1.[NH2:33][C:34]1[CH:35]=[C:36](B(O)O)[CH:37]=[CH:38][CH:39]=1. No catalyst specified. The product is [CH3:1][O:2][C:3](=[O:32])[C:4]1[CH:9]=[CH:8][C:7]([CH2:10][N:11]2[CH:15]=[C:14]([C:16]3[CH:21]=[CH:20][C:19]([Cl:22])=[CH:18][C:17]=3[Cl:23])[N:13]=[C:12]2[CH2:24][C:25]2[CH:30]=[CH:29][C:28]([C:38]3[CH:37]=[CH:36][CH:35]=[C:34]([NH2:33])[CH:39]=3)=[CH:27][CH:26]=2)=[CH:6][CH:5]=1. The yield is 0.490. (7) The reactants are Cl[C:2]1[N:7]=[CH:6][C:5]([CH2:8][N:9]2[CH2:13][CH:12]([CH2:14][CH2:15][CH3:16])[CH2:11][C:10]2=[O:17])=[CH:4][CH:3]=1.[CH2:18]([NH2:25])[C:19]1[CH:24]=[CH:23][CH:22]=[CH:21][CH:20]=1.C(=O)([O-])[O-].[K+].[K+].C1C=CC(P(C2C(C3C(P(C4C=CC=CC=4)C4C=CC=CC=4)=CC=C4C=3C=CC=C4)=C3C(C=CC=C3)=CC=2)C2C=CC=CC=2)=CC=1. The catalyst is O1CCOCC1.C1C=CC(/C=C/C(/C=C/C2C=CC=CC=2)=O)=CC=1.C1C=CC(/C=C/C(/C=C/C2C=CC=CC=2)=O)=CC=1.C1C=CC(/C=C/C(/C=C/C2C=CC=CC=2)=O)=CC=1.[Pd].[Pd]. The product is [CH2:18]([NH:25][C:2]1[N:7]=[CH:6][C:5]([CH2:8][N:9]2[CH2:13][CH:12]([CH2:14][CH2:15][CH3:16])[CH2:11][C:10]2=[O:17])=[CH:4][CH:3]=1)[C:19]1[CH:24]=[CH:23][CH:22]=[CH:21][CH:20]=1. The yield is 0.110.